This data is from Full USPTO retrosynthesis dataset with 1.9M reactions from patents (1976-2016). The task is: Predict the reactants needed to synthesize the given product. (1) The reactants are: C([O-])=O.[NH4+].C([N:12]1[CH2:17][CH2:16][CH:15]([NH:18][C:19]2[CH:39]=[C:38]([C:40]([F:43])([F:42])[F:41])[CH:37]=[CH:36][C:20]=2[C:21]([NH:23][C:24]2[CH:33]=[C:32]3[C:27]([CH2:28][CH2:29][C:30](=[O:35])[N:31]3[CH3:34])=[CH:26][CH:25]=2)=[O:22])[CH2:14][CH2:13]1)C1C=CC=CC=1. Given the product [CH3:34][N:31]1[C:32]2[C:27](=[CH:26][CH:25]=[C:24]([NH:23][C:21](=[O:22])[C:20]3[CH:36]=[CH:37][C:38]([C:40]([F:42])([F:43])[F:41])=[CH:39][C:19]=3[NH:18][CH:15]3[CH2:16][CH2:17][NH:12][CH2:13][CH2:14]3)[CH:33]=2)[CH2:28][CH2:29][C:30]1=[O:35], predict the reactants needed to synthesize it. (2) The reactants are: [OH:1][CH:2]([C:14]1[CH:19]=[CH:18][C:17]([C:20]2[N:24]=[C:23]([C:25]3[O:29][N:28]=[C:27]([C:30]4[CH:35]=[CH:34][CH:33]=[CH:32][CH:31]=4)[C:26]=3[C:36]([F:39])([F:38])[F:37])[O:22][N:21]=2)=[CH:16][CH:15]=1)[C:3]([NH:5][CH2:6][C:7]([O:9]C(C)(C)C)=[O:8])=[O:4]. Given the product [OH:1][CH:2]([C:14]1[CH:15]=[CH:16][C:17]([C:20]2[N:24]=[C:23]([C:25]3[O:29][N:28]=[C:27]([C:30]4[CH:31]=[CH:32][CH:33]=[CH:34][CH:35]=4)[C:26]=3[C:36]([F:37])([F:38])[F:39])[O:22][N:21]=2)=[CH:18][CH:19]=1)[C:3]([NH:5][CH2:6][C:7]([OH:9])=[O:8])=[O:4], predict the reactants needed to synthesize it. (3) Given the product [Br:1][C:2]1[C:3]([F:21])=[CH:4][C:5]2[CH:11]3[CH2:10][CH:9]([CH2:12]3)[N:8]3[C:13]([CH:28]([OH:29])[C:27]4[N:23]([CH3:22])[N:24]=[CH:25][CH:26]=4)=[C:14]([C:16]([O:18][CH3:19])=[O:17])[N:15]=[C:7]3[C:6]=2[CH:20]=1, predict the reactants needed to synthesize it. The reactants are: [Br:1][C:2]1[C:3]([F:21])=[CH:4][C:5]2[CH:11]3[CH2:12][CH:9]([CH2:10]3)[N:8]3[CH:13]=[C:14]([C:16]([O:18][CH3:19])=[O:17])[N:15]=[C:7]3[C:6]=2[CH:20]=1.[CH3:22][N:23]1[C:27]([CH:28]=[O:29])=[CH:26][CH:25]=[N:24]1. (4) Given the product [Br:28][C:17]1[N:15]2[N:16]=[C:11]([C:5]3[CH:6]=[CH:7][C:8]([O:9][CH3:10])=[C:3]([O:2][CH3:1])[CH:4]=3)[CH:12]=[CH:13][C:14]2=[N:19][C:18]=1[CH3:20], predict the reactants needed to synthesize it. The reactants are: [CH3:1][O:2][C:3]1[CH:4]=[C:5]([C:11]2[CH:12]=[CH:13][C:14]3[N:15]([CH:17]=[C:18]([CH3:20])[N:19]=3)[N:16]=2)[CH:6]=[CH:7][C:8]=1[O:9][CH3:10].C1C(=O)N([Br:28])C(=O)C1. (5) Given the product [F:4][C:5]1[C:13]([O:14][CH2:15][CH2:16][O:17][CH3:18])=[C:12]2[C:8]([CH:9]=[C:10]([C:19]3[S:20][CH:21]([CH2:24][C:25]([NH:40][CH3:44])=[O:27])[CH2:22][N:23]=3)[NH:11]2)=[CH:7][C:6]=1[O:28][C:29]1[CH:30]=[N:31][C:32]([S:35]([CH3:38])(=[O:36])=[O:37])=[CH:33][CH:34]=1, predict the reactants needed to synthesize it. The reactants are: Cl.CN.[F:4][C:5]1[C:13]([O:14][CH2:15][CH2:16][O:17][CH3:18])=[C:12]2[C:8]([CH:9]=[C:10]([C:19]3[S:20][CH:21]([CH2:24][C:25]([OH:27])=O)[CH2:22][N:23]=3)[NH:11]2)=[CH:7][C:6]=1[O:28][C:29]1[CH:30]=[N:31][C:32]([S:35]([CH3:38])(=[O:37])=[O:36])=[CH:33][CH:34]=1.O[N:40]1[C:44]2C=CC=CC=2N=N1.Cl.C(N=C=NCCCN(C)C)C. (6) Given the product [NH2:1][CH2:4][CH:5]([CH:7]([NH:29][C:30](=[O:36])[O:31][C:32]([CH3:33])([CH3:35])[CH3:34])[CH2:8][CH:9]([CH2:13][C:14]1[CH:15]=[C:16]2[C:20](=[CH:21][CH:22]=1)[N:19]([CH3:23])[CH:18]=[C:17]2[CH2:24][CH2:25][CH2:26][O:27][CH3:28])[CH:10]([CH3:11])[CH3:12])[OH:6], predict the reactants needed to synthesize it. The reactants are: [N:1]([CH2:4][CH:5]([CH:7]([NH:29][C:30](=[O:36])[O:31][C:32]([CH3:35])([CH3:34])[CH3:33])[CH2:8][CH:9]([CH2:13][C:14]1[CH:15]=[C:16]2[C:20](=[CH:21][CH:22]=1)[N:19]([CH3:23])[CH:18]=[C:17]2[CH2:24][CH2:25][CH2:26][O:27][CH3:28])[CH:10]([CH3:12])[CH3:11])[OH:6])=[N+]=[N-]. (7) Given the product [CH2:56]([CH:58]([CH2:61][CH3:62])[CH2:59][NH:60][C:11](=[O:13])[CH2:10][N:6]1[CH:7]=[CH:8][CH:9]=[C:4]([N+:1]([O-:3])=[O:2])[C:5]1=[O:14])[CH3:57], predict the reactants needed to synthesize it. The reactants are: [N+:1]([C:4]1[C:5](=[O:14])[N:6]([CH2:10][C:11]([OH:13])=O)[CH:7]=[CH:8][CH:9]=1)([O-:3])=[O:2].CN(C(ON1N=NC2C=CC=CC1=2)=[N+](C)C)C.[B-](F)(F)(F)F.C1C=CC2N(O)N=NC=2C=1.CCN(C(C)C)C(C)C.[CH2:56]([CH:58]([CH2:61][CH3:62])[CH2:59][NH2:60])[CH3:57]. (8) Given the product [N:15]1([CH2:2][C:3]2[N:4]=[N:5][C:6]3[C:7](=[C:9]([NH2:14])[N:10]=[C:11]([NH2:13])[N:12]=3)[N:8]=2)[CH2:20][CH2:19][O:18][CH2:17][CH2:16]1, predict the reactants needed to synthesize it. The reactants are: Cl[CH2:2][C:3]1[N:4]=[N:5][C:6]2[C:7](=[C:9]([NH2:14])[N:10]=[C:11]([NH2:13])[N:12]=2)[N:8]=1.[NH:15]1[CH2:20][CH2:19][O:18][CH2:17][CH2:16]1.